Dataset: Reaction yield outcomes from USPTO patents with 853,638 reactions. Task: Predict the reaction yield, written as a fraction of the theoretical maximum amount of product (1.0 means a 100% yield; for example, 0.34 means a 34% yield). (1) The reactants are [Cl:1][C:2]1[CH:3]=[C:4]([C:9]2[CH2:10][CH2:11][NH:12][CH2:13][CH:14]=2)[CH:5]=[C:6]([F:8])[CH:7]=1.Cl. The catalyst is [Pt]=O.CO. The product is [Cl:1][C:2]1[CH:3]=[C:4]([CH:9]2[CH2:10][CH2:11][NH:12][CH2:13][CH2:14]2)[CH:5]=[C:6]([F:8])[CH:7]=1. The yield is 0.690. (2) The reactants are C([O:3][C:4](=[O:21])[C:5]([S:8]([CH:11]1[CH2:16][CH2:15][N:14]([S:17]([CH3:20])(=[O:19])=[O:18])[CH2:13][CH2:12]1)(=[O:10])=[O:9])([CH3:7])[CH3:6])C.O.[OH-].[Li+]. The catalyst is O1CCOCC1.O. The product is [CH3:20][S:17]([N:14]1[CH2:13][CH2:12][CH:11]([S:8]([C:5]([CH3:7])([CH3:6])[C:4]([OH:21])=[O:3])(=[O:9])=[O:10])[CH2:16][CH2:15]1)(=[O:18])=[O:19]. The yield is 0.630. (3) The reactants are [F:1][C:2]([CH3:35])([C:23]([NH:25][CH2:26][CH2:27][C:28]([F:34])([F:33])[C:29]([F:32])([F:31])[F:30])=[O:24])[C:3]([NH:5][C@@H:6]1[C:12](=[O:13])[N:11]([CH3:14])[C:10]2[CH:15]=[CH:16][CH:17]=[CH:18][C:9]=2[C:8]2[CH:19]=[CH:20][CH:21]=[CH:22][C:7]1=2)=[O:4].CCCCCCC. The catalyst is C(O)(C)C. The product is [F:1][C@:2]([CH3:35])([C:23]([NH:25][CH2:26][CH2:27][C:28]([F:33])([F:34])[C:29]([F:32])([F:31])[F:30])=[O:24])[C:3]([NH:5][C@@H:6]1[C:12](=[O:13])[N:11]([CH3:14])[C:10]2[CH:15]=[CH:16][CH:17]=[CH:18][C:9]=2[C:8]2[CH:19]=[CH:20][CH:21]=[CH:22][C:7]1=2)=[O:4]. The yield is 0.110. (4) The reactants are [C:1]([N:4]1[C:13]2[C:8](=[CH:9][C:10](Br)=[CH:11][CH:12]=2)[C@H:7]([NH:15][C:16](=[O:22])[O:17][C:18]([CH3:21])([CH3:20])[CH3:19])[CH2:6][C@@H:5]1[CH3:23])(=[O:3])[CH3:2].[CH3:24][O:25][C:26]([C:28]1[CH:33]=[CH:32][C:31](B(O)O)=[CH:30][CH:29]=1)=[O:27].C(=O)([O-])[O-].[K+].[K+]. The catalyst is C1C=CC(/C=C/C(/C=C/C2C=CC=CC=2)=O)=CC=1.C1C=CC(/C=C/C(/C=C/C2C=CC=CC=2)=O)=CC=1.[Pd].COCCOC.O. The product is [C:1]([N:4]1[C:13]2[C:8](=[CH:9][C:10]([C:31]3[CH:32]=[CH:33][C:28]([C:26]([O:25][CH3:24])=[O:27])=[CH:29][CH:30]=3)=[CH:11][CH:12]=2)[C@H:7]([NH:15][C:16]([O:17][C:18]([CH3:21])([CH3:20])[CH3:19])=[O:22])[CH2:6][C@@H:5]1[CH3:23])(=[O:3])[CH3:2]. The yield is 0.940. (5) The reactants are OO.[NH2:3][C:4]([C:13]1[CH:20]=[CH:19][C:16]([CH2:17][NH2:18])=[CH:15][CH:14]=1)=[CH:5][C:6](=[S:12])[NH:7][CH2:8][CH:9]1[CH2:11][CH2:10]1. The catalyst is CO. The product is [CH:9]1([CH2:8][NH:7][C:6]2[S:12][N:3]=[C:4]([C:13]3[CH:14]=[CH:15][C:16]([CH2:17][NH2:18])=[CH:19][CH:20]=3)[CH:5]=2)[CH2:11][CH2:10]1. The yield is 0.460. (6) The reactants are C[O:2][C:3](=O)[C:4]1[CH:9]=[CH:8][N:7]=[C:6]([N:10]2[CH2:15][CH2:14][N:13]([C:16](=[O:28])[C:17]3[CH:22]=[C:21]([F:23])[CH:20]=[CH:19][C:18]=3[C:24]([F:27])([F:26])[F:25])[CH2:12][CH2:11]2)[CH:5]=1.[CH2:30]([NH2:36])[CH2:31][CH2:32][CH2:33][CH2:34][CH3:35].[C-]#N.[Na+]. No catalyst specified. The product is [F:23][C:21]1[CH:20]=[CH:19][C:18]([C:24]([F:26])([F:25])[F:27])=[C:17]([CH:22]=1)[C:16]([N:13]1[CH2:12][CH2:11][N:10]([C:6]2[CH:5]=[C:4]([CH:9]=[CH:8][N:7]=2)[C:3]([NH:36][CH2:30][CH2:31][CH2:32][CH2:33][CH2:34][CH3:35])=[O:2])[CH2:15][CH2:14]1)=[O:28]. The yield is 0.860. (7) The reactants are [CH2:1]([N:3]([CH2:21][CH3:22])[CH:4]=[CH:5][C:6]([O:8][C:9]1[CH:14]=[CH:13][C:12]([C:15]2[CH:20]=[CH:19][CH:18]=[CH:17][CH:16]=2)=[CH:11][CH:10]=1)=[O:7])[CH3:2].N1CCCC[CH2:24]1.C(OC1C=CC(C2C=CC=CC=2)=CC=1)(=O)C#C. No catalyst specified. The product is [N:3]1([CH:4]=[CH:5][C:6]([O:8][C:9]2[CH:10]=[CH:11][C:12]([C:15]3[CH:16]=[CH:17][CH:18]=[CH:19][CH:20]=3)=[CH:13][CH:14]=2)=[O:7])[CH2:1][CH2:2][CH2:24][CH2:22][CH2:21]1. The yield is 0.800. (8) The catalyst is CN(C=O)C.Cl[Pd](Cl)([P](C1C=CC=CC=1)(C1C=CC=CC=1)C1C=CC=CC=1)[P](C1C=CC=CC=1)(C1C=CC=CC=1)C1C=CC=CC=1. The product is [Cl:1][C:2]1[CH:7]=[CH:6][CH:5]=[CH:4][C:3]=1[C:12]1[CH:13]=[C:14]([CH:18]([CH:25]2[CH2:27][CH2:26]2)[NH:19][S:20]([CH2:23][CH3:24])(=[O:21])=[O:22])[CH:15]=[N:16][CH:17]=1. The yield is 0.230. The reactants are [Cl:1][C:2]1[CH:7]=[CH:6][CH:5]=[CH:4][C:3]=1B(O)O.Br[C:12]1[CH:13]=[C:14]([CH:18]([CH:25]2[CH2:27][CH2:26]2)[NH:19][S:20]([CH2:23][CH3:24])(=[O:22])=[O:21])[CH:15]=[N:16][CH:17]=1.C([O-])([O-])=O.[Na+].[Na+].